Dataset: Full USPTO retrosynthesis dataset with 1.9M reactions from patents (1976-2016). Task: Predict the reactants needed to synthesize the given product. The reactants are: [NH2:1][C:2]1[CH:3]=[C:4]([NH:9][C:10](=[O:23])/[CH:11]=[CH:12]/[C:13]2[CH:18]=[CH:17][C:16]([C:19]([CH3:22])([CH3:21])[CH3:20])=[CH:15][CH:14]=2)[CH:5]=[CH:6][C:7]=1[Cl:8].C(C1C=CC(/C=C/[C:36]([NH:38][C:39]2C=CC(Cl)=C([N+]([O-])=O)C=2)=[O:37])=CC=1)(C)(C)C.CCO.[In]. Given the product [C:19]([C:16]1[CH:15]=[CH:14][C:13](/[CH:12]=[CH:11]/[C:10]([NH:9][C:4]2[CH:5]=[CH:6][C:7]([Cl:8])=[C:2]([NH:1][C:36]([NH:38][CH3:39])=[O:37])[CH:3]=2)=[O:23])=[CH:18][CH:17]=1)([CH3:20])([CH3:22])[CH3:21], predict the reactants needed to synthesize it.